This data is from Full USPTO retrosynthesis dataset with 1.9M reactions from patents (1976-2016). The task is: Predict the reactants needed to synthesize the given product. (1) Given the product [NH2:1][C:2]1[CH:3]=[C:4]([C:9]2[CH:14]=[C:13]([N:26]3[CH2:31][CH2:30][O:29][CH2:28][CH2:27]3)[N:12]=[C:11]([NH:16][CH2:17][CH2:18][OH:19])[CH:10]=2)[C:5]([CH3:8])=[N:6][CH:7]=1, predict the reactants needed to synthesize it. The reactants are: [NH2:1][C:2]1[CH:3]=[C:4]([C:9]2[CH:14]=[C:13](F)[N:12]=[C:11]([NH:16][CH2:17][CH2:18][OH:19])[CH:10]=2)[C:5]([CH3:8])=[N:6][CH:7]=1.C(=O)([O-])[O-].[K+].[K+].[NH:26]1[CH2:31][CH2:30][O:29][CH2:28][CH2:27]1. (2) Given the product [C:14]([OH:18])(=[O:17])[CH:15]=[CH2:16].[NH2:1][C:2]([O:17][CH2:14][CH3:15])=[O:3], predict the reactants needed to synthesize it. The reactants are: [N-:1]=[C:2]=[O:3].[N-]=C=O.C1(C)C=CC=CC=1.[C:14]([O:18]CCO)(=[O:17])[CH:15]=[CH2:16]. (3) Given the product [F:12][C:13]1[CH:20]=[C:19]([F:21])[CH:18]=[CH:17][C:14]=1[CH2:15][NH:4][C:3]1[CH:5]=[CH:6][CH:7]=[C:8]([N+:9]([O-:11])=[O:10])[C:2]=1[CH3:1], predict the reactants needed to synthesize it. The reactants are: [CH3:1][C:2]1[C:8]([N+:9]([O-:11])=[O:10])=[CH:7][CH:6]=[CH:5][C:3]=1[NH2:4].[F:12][C:13]1[CH:20]=[C:19]([F:21])[CH:18]=[CH:17][C:14]=1[CH:15]=O. (4) Given the product [CH2:27]([NH:31][CH2:2][C:3]([NH:5][C:6]1[CH:19]=[CH:18][C:17]2[C:16](=[O:20])[C:15]3[C:10](=[CH:11][C:12]([NH:21][C:22](=[O:25])[CH2:23][NH:32][CH2:33][CH2:34][CH2:35][CH3:36])=[CH:13][CH:14]=3)[C:9](=[O:26])[C:8]=2[CH:7]=1)=[O:4])[CH2:28][CH2:29][CH3:30], predict the reactants needed to synthesize it. The reactants are: Cl[CH2:2][C:3]([NH:5][C:6]1[CH:19]=[CH:18][C:17]2[C:16](=[O:20])[C:15]3[C:10](=[CH:11][C:12]([NH:21][C:22](=[O:25])[CH2:23]Cl)=[CH:13][CH:14]=3)[C:9](=[O:26])[C:8]=2[CH:7]=1)=[O:4].[CH2:27]([NH2:31])[CH2:28][CH2:29][CH3:30].[N:32]1C=[CH:36][CH:35]=[CH:34][CH:33]=1. (5) Given the product [NH2:1][C:4]1[CH:25]=[CH:24][C:7]([CH2:8][NH:9][C:10]([CH:12]2[N:16]([C:17]([O:19][C:20]([CH3:21])([CH3:23])[CH3:22])=[O:18])[CH2:15][CH2:14][S:13]2)=[O:11])=[CH:6][CH:5]=1, predict the reactants needed to synthesize it. The reactants are: [N+:1]([C:4]1[CH:25]=[CH:24][C:7]([CH2:8][NH:9][C:10]([CH:12]2[N:16]([C:17]([O:19][C:20]([CH3:23])([CH3:22])[CH3:21])=[O:18])[CH2:15][CH2:14][S:13]2)=[O:11])=[CH:6][CH:5]=1)([O-])=O.O.NN. (6) The reactants are: [CH:1]([N:4]1[CH2:9][CH2:8][CH:7]([CH2:10][O:11][C:12]2[CH:13]=[C:14]([CH:18]3[CH2:22][CH2:21][CH2:20][N:19]3[CH2:23][C:24]([C:26]3[CH:31]=[CH:30][C:29]([O:32][CH3:33])=[CH:28][CH:27]=3)=O)[CH:15]=[CH:16][CH:17]=2)[CH2:6][CH2:5]1)([CH3:3])[CH3:2].N. Given the product [CH:1]([N:4]1[CH2:9][CH2:8][CH:7]([CH2:10][O:11][C:12]2[CH:13]=[C:14]3[C:15]([C@H:24]([C:26]4[CH:27]=[CH:28][C:29]([O:32][CH3:33])=[CH:30][CH:31]=4)[CH2:23][N:19]4[CH2:20][CH2:21][CH2:22][C@H:18]43)=[CH:16][CH:17]=2)[CH2:6][CH2:5]1)([CH3:3])[CH3:2], predict the reactants needed to synthesize it. (7) The reactants are: [CH2:1]([O:3][CH2:4][C@@H:5]1[CH2:10][N:9]([C:11]([O:13][C:14]([CH3:17])([CH3:16])[CH3:15])=[O:12])[CH2:8][C@H:7]([C:18]([O:20]CC)=[O:19])[O:6]1)[CH3:2].[OH-].[Na+].[Cl-].[NH4+]. Given the product [C:14]([O:13][C:11]([N:9]1[CH2:10][C@@H:5]([CH2:4][O:3][CH2:1][CH3:2])[O:6][C@@H:7]([C:18]([OH:20])=[O:19])[CH2:8]1)=[O:12])([CH3:15])([CH3:16])[CH3:17], predict the reactants needed to synthesize it. (8) Given the product [CH3:1][N:2]1[CH2:11][CH2:10][C:9]2[C:4](=[CH:5][C:6]([C:23]3[S:24][CH:25]=[CH:26][CH:27]=3)=[CH:7][CH:8]=2)[C:3]1=[O:21], predict the reactants needed to synthesize it. The reactants are: [CH3:1][N:2]1[CH2:11][CH2:10][C:9]2[C:4](=[CH:5][C:6](B3OC(C)(C)C(C)(C)O3)=[CH:7][CH:8]=2)[C:3]1=[O:21].Br[C:23]1[S:24][CH:25]=[CH:26][CH:27]=1. (9) Given the product [CH3:4][C:2]([NH:5][CH2:6][C@H:7]([OH:21])[CH2:8][O:9][C:10]1[C:11]([N:15]2[CH2:20][CH2:19][O:18][CH2:17][CH2:16]2)=[N:12][S:13][N:14]=1)([CH3:1])[CH3:3], predict the reactants needed to synthesize it. The reactants are: [CH3:1][C:2]([NH:5][CH2:6][C@H:7]([OH:21])[CH2:8][O:9][C:10]1[C:11]([N:15]2[CH2:20][CH2:19][O:18][CH2:17][CH2:16]2)=[N:12][S:13][N:14]=1)([CH3:4])[CH3:3].Cl.